This data is from NCI-60 drug combinations with 297,098 pairs across 59 cell lines. The task is: Regression. Given two drug SMILES strings and cell line genomic features, predict the synergy score measuring deviation from expected non-interaction effect. Synergy scores: CSS=28.9, Synergy_ZIP=-0.555, Synergy_Bliss=0.789, Synergy_Loewe=-8.69, Synergy_HSA=3.79. Drug 1: CC(C1=C(C=CC(=C1Cl)F)Cl)OC2=C(N=CC(=C2)C3=CN(N=C3)C4CCNCC4)N. Drug 2: CC1=C2C(C(=O)C3(C(CC4C(C3C(C(C2(C)C)(CC1OC(=O)C(C(C5=CC=CC=C5)NC(=O)OC(C)(C)C)O)O)OC(=O)C6=CC=CC=C6)(CO4)OC(=O)C)OC)C)OC. Cell line: HOP-92.